From a dataset of Forward reaction prediction with 1.9M reactions from USPTO patents (1976-2016). Predict the product of the given reaction. Given the reactants [CH2:1]([O:19][C@H:20]1[C@H:24]([O:25][CH2:26][CH2:27][CH2:28][CH2:29][CH2:30][CH2:31][CH2:32][CH2:33]/[CH:34]=[CH:35]\[CH2:36]/[CH:37]=[CH:38]\[CH2:39][CH2:40][CH2:41][CH2:42][CH3:43])[CH2:23][NH:22][CH2:21]1)[CH2:2][CH2:3][CH2:4][CH2:5][CH2:6][CH2:7][CH2:8]/[CH:9]=[CH:10]\[CH2:11]/[CH:12]=[CH:13]\[CH2:14][CH2:15][CH2:16][CH2:17][CH3:18].Cl.[CH3:45][N:46]([CH3:51])[CH2:47][C:48](O)=[O:49].C(N(C(C)C)CC)(C)C, predict the reaction product. The product is: [CH3:45][N:46]([CH3:51])[CH2:47][C:48]([N:22]1[CH2:23][C@@H:24]([O:25][CH2:26][CH2:27][CH2:28][CH2:29][CH2:30][CH2:31][CH2:32][CH2:33]/[CH:34]=[CH:35]\[CH2:36]/[CH:37]=[CH:38]\[CH2:39][CH2:40][CH2:41][CH2:42][CH3:43])[C@H:20]([O:19][CH2:1][CH2:2][CH2:3][CH2:4][CH2:5][CH2:6][CH2:7][CH2:8]/[CH:9]=[CH:10]\[CH2:11]/[CH:12]=[CH:13]\[CH2:14][CH2:15][CH2:16][CH2:17][CH3:18])[CH2:21]1)=[O:49].